From a dataset of NCI-60 drug combinations with 297,098 pairs across 59 cell lines. Regression. Given two drug SMILES strings and cell line genomic features, predict the synergy score measuring deviation from expected non-interaction effect. (1) Drug 1: CCCCCOC(=O)NC1=NC(=O)N(C=C1F)C2C(C(C(O2)C)O)O. Drug 2: CC(C)(C#N)C1=CC(=CC(=C1)CN2C=NC=N2)C(C)(C)C#N. Cell line: HT29. Synergy scores: CSS=-3.14, Synergy_ZIP=-0.505, Synergy_Bliss=-8.26, Synergy_Loewe=-5.31, Synergy_HSA=-10.1. (2) Drug 1: CCC1=C2CN3C(=CC4=C(C3=O)COC(=O)C4(CC)O)C2=NC5=C1C=C(C=C5)O. Drug 2: C(=O)(N)NO. Cell line: HT29. Synergy scores: CSS=20.9, Synergy_ZIP=-5.66, Synergy_Bliss=-1.84, Synergy_Loewe=-22.5, Synergy_HSA=-3.89. (3) Drug 1: CC1OCC2C(O1)C(C(C(O2)OC3C4COC(=O)C4C(C5=CC6=C(C=C35)OCO6)C7=CC(=C(C(=C7)OC)O)OC)O)O. Drug 2: CNC(=O)C1=NC=CC(=C1)OC2=CC=C(C=C2)NC(=O)NC3=CC(=C(C=C3)Cl)C(F)(F)F. Cell line: NCI-H460. Synergy scores: CSS=66.1, Synergy_ZIP=1.28, Synergy_Bliss=0.956, Synergy_Loewe=2.25, Synergy_HSA=7.79. (4) Drug 1: C1=CC(=CC=C1C#N)C(C2=CC=C(C=C2)C#N)N3C=NC=N3. Drug 2: C1=CC=C(C=C1)NC(=O)CCCCCCC(=O)NO. Cell line: MDA-MB-435. Synergy scores: CSS=0.0575, Synergy_ZIP=1.13, Synergy_Bliss=2.60, Synergy_Loewe=-7.08, Synergy_HSA=-6.55. (5) Drug 1: C1CC(=O)NC(=O)C1N2CC3=C(C2=O)C=CC=C3N. Drug 2: COC1=CC(=CC(=C1O)OC)C2C3C(COC3=O)C(C4=CC5=C(C=C24)OCO5)OC6C(C(C7C(O6)COC(O7)C8=CC=CS8)O)O. Cell line: SK-MEL-5. Synergy scores: CSS=8.27, Synergy_ZIP=-9.53, Synergy_Bliss=-4.90, Synergy_Loewe=-34.3, Synergy_HSA=-5.29. (6) Cell line: SK-MEL-28. Synergy scores: CSS=30.2, Synergy_ZIP=-8.79, Synergy_Bliss=-15.0, Synergy_Loewe=-16.6, Synergy_HSA=-12.8. Drug 2: CC1C(C(CC(O1)OC2CC(CC3=C2C(=C4C(=C3O)C(=O)C5=C(C4=O)C(=CC=C5)OC)O)(C(=O)CO)O)N)O.Cl. Drug 1: C1CN(CCN1C(=O)CCBr)C(=O)CCBr. (7) Drug 1: C1=NC2=C(N=C(N=C2N1C3C(C(C(O3)CO)O)O)F)N. Drug 2: C1=CC=C(C(=C1)C(C2=CC=C(C=C2)Cl)C(Cl)Cl)Cl. Cell line: MCF7. Synergy scores: CSS=-1.45, Synergy_ZIP=0.488, Synergy_Bliss=3.17, Synergy_Loewe=-4.07, Synergy_HSA=-1.13. (8) Synergy scores: CSS=23.1, Synergy_ZIP=-2.23, Synergy_Bliss=2.36, Synergy_Loewe=-47.4, Synergy_HSA=-7.14. Drug 1: CC1=CC2C(CCC3(C2CCC3(C(=O)C)OC(=O)C)C)C4(C1=CC(=O)CC4)C. Cell line: MDA-MB-231. Drug 2: CCN(CC)CCCC(C)NC1=C2C=C(C=CC2=NC3=C1C=CC(=C3)Cl)OC. (9) Drug 1: CCCS(=O)(=O)NC1=C(C(=C(C=C1)F)C(=O)C2=CNC3=C2C=C(C=N3)C4=CC=C(C=C4)Cl)F. Drug 2: CC1OCC2C(O1)C(C(C(O2)OC3C4COC(=O)C4C(C5=CC6=C(C=C35)OCO6)C7=CC(=C(C(=C7)OC)O)OC)O)O. Cell line: HOP-62. Synergy scores: CSS=50.6, Synergy_ZIP=4.95, Synergy_Bliss=2.13, Synergy_Loewe=-10.9, Synergy_HSA=1.42.